Dataset: Forward reaction prediction with 1.9M reactions from USPTO patents (1976-2016). Task: Predict the product of the given reaction. The product is: [ClH:31].[ClH:31].[CH3:3][O:4][C:5]1[CH:10]=[CH:9][C:8]([CH2:11][C@H:12]([C:13]2[NH:17][C:16]3[CH:18]=[CH:19][C:20]([CH3:22])=[CH:21][C:15]=3[N:14]=2)[NH2:23])=[CH:7][CH:6]=1. Given the reactants N#N.[CH3:3][O:4][C:5]1[CH:10]=[CH:9][C:8]([CH2:11][C@@H:12]([NH:23]C(=O)OC(C)(C)C)[C:13]2[NH:17][C:16]3[CH:18]=[CH:19][C:20]([CH3:22])=[CH:21][C:15]=3[N:14]=2)=[CH:7][CH:6]=1.[ClH:31], predict the reaction product.